Dataset: Reaction yield outcomes from USPTO patents with 853,638 reactions. Task: Predict the reaction yield, written as a fraction of the theoretical maximum amount of product (1.0 means a 100% yield; for example, 0.34 means a 34% yield). (1) The reactants are [Cl:1][C:2]1[CH:9]=[C:8]([N+:10]([O-])=O)[CH:7]=[C:6]([Cl:13])[C:3]=1[C:4]#[N:5].[Cl-].[NH4+].O. The catalyst is CO.[Fe]. The product is [NH2:10][C:8]1[CH:7]=[C:6]([Cl:13])[C:3]([C:4]#[N:5])=[C:2]([Cl:1])[CH:9]=1. The yield is 0.650. (2) The reactants are [C@]12(CS(O)(=O)=O)C(C)(C)C(CC1)CC2=O.[NH2:16][C:17]1[CH:45]=[CH:44][C:20]([O:21][C:22]2[CH:27]=[CH:26][N:25]=[C:24]([NH:28][C:29]([N:31]3[CH2:36][CH2:35][CH:34]([N:37]4[CH2:40][CH:39]([N:41]([CH3:43])[CH3:42])[CH2:38]4)[CH2:33][CH2:32]3)=[O:30])[CH:23]=2)=[CH:19][CH:18]=1.[F:46][C:47]1[CH:52]=[CH:51][C:50]([CH2:53][C:54]([N:56]=[C:57]=[S:58])=[O:55])=[CH:49][CH:48]=1. The catalyst is C(O)C. The product is [F:46][C:47]1[CH:48]=[CH:49][C:50]([CH2:53][C:54]([NH:56][C:57](=[S:58])[NH:16][C:17]2[CH:18]=[CH:19][C:20]([O:21][C:22]3[CH:27]=[CH:26][N:25]=[C:24]([NH:28][C:29]([N:31]4[CH2:32][CH2:33][CH:34]([N:37]5[CH2:38][CH:39]([N:41]([CH3:43])[CH3:42])[CH2:40]5)[CH2:35][CH2:36]4)=[O:30])[CH:23]=3)=[CH:44][CH:45]=2)=[O:55])=[CH:51][CH:52]=1. The yield is 0.105. (3) The reactants are [N:1]1([C:7]2[O:8][C:9]([C:12]([O:14]CC)=[O:13])=[CH:10][N:11]=2)[CH2:6][CH2:5][CH2:4][CH2:3][CH2:2]1.[OH-].[Li+].CO.Cl. The catalyst is O. The product is [N:1]1([C:7]2[O:8][C:9]([C:12]([OH:14])=[O:13])=[CH:10][N:11]=2)[CH2:6][CH2:5][CH2:4][CH2:3][CH2:2]1. The yield is 0.990. (4) The reactants are [O:1]1[CH2:6][CH:5]=[C:4]([C:7]2[CH:8]=[C:9]([C:14]3[N:19]=[C:18]([CH3:20])[N:17]=[C:16]([N:21]([CH2:31][C:32]4[CH:37]=[CH:36][C:35]([O:38][CH3:39])=[CH:34][CH:33]=4)[CH2:22][C:23]4[CH:28]=[CH:27][C:26]([O:29][CH3:30])=[CH:25][CH:24]=4)[N:15]=3)[C:10]([F:13])=[N:11][CH:12]=2)[CH2:3][CH2:2]1.[H][H]. The catalyst is CCO.CCOC(C)=O.[OH-].[Pd+2].[OH-]. The product is [F:13][C:10]1[C:9]([C:14]2[N:19]=[C:18]([CH3:20])[N:17]=[C:16]([N:21]([CH2:22][C:23]3[CH:28]=[CH:27][C:26]([O:29][CH3:30])=[CH:25][CH:24]=3)[CH2:31][C:32]3[CH:37]=[CH:36][C:35]([O:38][CH3:39])=[CH:34][CH:33]=3)[N:15]=2)=[CH:8][C:7]([CH:4]2[CH2:5][CH2:6][O:1][CH2:2][CH2:3]2)=[CH:12][N:11]=1. The yield is 0.760. (5) The reactants are Cl[C:2]1[CH:7]=[CH:6][N:5]=[C:4]2[CH:8]=[C:9]([C:11]3[N:12]([CH3:16])[CH:13]=[CH:14][N:15]=3)[S:10][C:3]=12.FC1C=C([N+]([O-])=O)C=CC=1OC1C=CN=C2C=C(C3SC=CN=3)SC=12.[CH3:42][O:43][C:44]1[CH:45]=[C:46]([OH:53])[CH:47]=[CH:48][C:49]=1[N+:50]([O-:52])=[O:51]. No catalyst specified. The product is [CH3:42][O:43][C:44]1[CH:45]=[C:46]([CH:47]=[CH:48][C:49]=1[N+:50]([O-:52])=[O:51])[O:53][C:2]1[CH:7]=[CH:6][N:5]=[C:4]2[CH:8]=[C:9]([C:11]3[N:12]([CH3:16])[CH:13]=[CH:14][N:15]=3)[S:10][C:3]=12. The yield is 0.0900.